From a dataset of Reaction yield outcomes from USPTO patents with 853,638 reactions. Predict the reaction yield, written as a fraction of the theoretical maximum amount of product (1.0 means a 100% yield; for example, 0.34 means a 34% yield). (1) The reactants are [OH:1][C:2]1[CH:7]=[CH:6][C:5]([CH3:8])=[CH:4][C:3]=1[C:9]1[C:13]([C:14]#[C:15][C:16]2[CH:21]=[CH:20][C:19]([NH:22][C:23]([CH:25]3[CH2:30][CH2:29][CH2:28][CH2:27][N:26]3[C:31](=[O:41])[C@@H:32]([NH2:40])[CH2:33][C:34]3[CH:39]=[CH:38][CH:37]=[CH:36][CH:35]=3)=[O:24])=[CH:18][CH:17]=2)=[CH:12][N:11]([CH3:42])[N:10]=1.C(N(CC)CC)C.[CH:50]1([CH2:55][C:56](O)=[O:57])[CH2:54][CH2:53][CH2:52][CH2:51]1.F[P-](F)(F)(F)(F)F.N1(O[P+](N(C)C)(N(C)C)N(C)C)C2C=CC=CC=2N=N1.O.[OH-].[Li+].C(O)(=O)C. The catalyst is ClCCl.O.C(OCC)(=O)C. The product is [OH:1][C:2]1[CH:7]=[CH:6][C:5]([CH3:8])=[CH:4][C:3]=1[C:9]1[C:13]([C:14]#[C:15][C:16]2[CH:17]=[CH:18][C:19]([NH:22][C:23]([CH:25]3[CH2:30][CH2:29][CH2:28][CH2:27][N:26]3[C:31](=[O:41])[C@@H:32]([NH:40][C:56](=[O:57])[CH2:55][CH:50]3[CH2:54][CH2:53][CH2:52][CH2:51]3)[CH2:33][C:34]3[CH:35]=[CH:36][CH:37]=[CH:38][CH:39]=3)=[O:24])=[CH:20][CH:21]=2)=[CH:12][N:11]([CH3:42])[N:10]=1. The yield is 0.656. (2) The reactants are C[O:2][C:3](=[O:23])[CH:4]=[CH:5][C:6]1[CH:11]=[CH:10][CH:9]=[C:8]([S:12](=[O:22])(=[O:21])[NH:13][C:14]2[CH:19]=[CH:18][C:17]([CH3:20])=[CH:16][CH:15]=2)[CH:7]=1.CO. No catalyst specified. The product is [C:17]1([CH3:20])[CH:16]=[CH:15][C:14]([NH:13][S:12]([C:8]2[CH:7]=[C:6]([CH:5]=[CH:4][C:3]([OH:23])=[O:2])[CH:11]=[CH:10][CH:9]=2)(=[O:21])=[O:22])=[CH:19][CH:18]=1. The yield is 0.870. (3) The yield is 0.640. The product is [OH:53][C:48]1[CH:49]=[CH:50][CH:51]=[CH:52][C:47]=1[C:2]1[C:10]2[C:9]([NH:11][C@H:12]([C:14]3[N:19]([C:20]4[CH:25]=[CH:24][CH:23]=[CH:22][CH:21]=4)[C:18](=[O:26])[C:17]4=[C:27]([CH3:30])[CH:28]=[CH:29][N:16]4[N:15]=3)[CH3:13])=[N:8][CH:7]=[N:6][C:5]=2[N:4]([CH2:31][O:32][CH2:33][CH2:34][Si:35]([CH3:38])([CH3:37])[CH3:36])[CH:3]=1. The catalyst is Cl[Pd](Cl)([P](C1C=CC=CC=1)(C1C=CC=CC=1)C1C=CC=CC=1)[P](C1C=CC=CC=1)(C1C=CC=CC=1)C1C=CC=CC=1. The reactants are Br[C:2]1[C:10]2[C:9]([NH:11][C@H:12]([C:14]3[N:19]([C:20]4[CH:25]=[CH:24][CH:23]=[CH:22][CH:21]=4)[C:18](=[O:26])[C:17]4=[C:27]([CH3:30])[CH:28]=[CH:29][N:16]4[N:15]=3)[CH3:13])=[N:8][CH:7]=[N:6][C:5]=2[N:4]([CH2:31][O:32][CH2:33][CH2:34][Si:35]([CH3:38])([CH3:37])[CH3:36])[CH:3]=1.CC1(C)C(C)(C)OB([C:47]2[CH:52]=[CH:51][CH:50]=[CH:49][C:48]=2[OH:53])O1.C(=O)([O-])[O-].[Na+].[Na+]. (4) The reactants are C([O:8][C:9]1[C:34]([O:35][CH3:36])=[CH:33][C:12]([CH2:13][C:14]2[C:22]3[C:17](=[N:18][CH:19]=[CH:20][CH:21]=3)[N:16]([Si:23]([CH:30]([CH3:32])[CH3:31])([CH:27]([CH3:29])[CH3:28])[CH:24]([CH3:26])[CH3:25])[CH:15]=2)=[C:11]([F:37])[CH:10]=1)C1C=CC=CC=1. The catalyst is CO.O1CCCC1.[Pd]. The product is [F:37][C:11]1[C:12]([CH2:13][C:14]2[C:22]3[C:17](=[N:18][CH:19]=[CH:20][CH:21]=3)[N:16]([Si:23]([CH:27]([CH3:29])[CH3:28])([CH:24]([CH3:26])[CH3:25])[CH:30]([CH3:32])[CH3:31])[CH:15]=2)=[CH:33][C:34]([O:35][CH3:36])=[C:9]([OH:8])[CH:10]=1. The yield is 0.860.